This data is from Reaction yield outcomes from USPTO patents with 853,638 reactions. The task is: Predict the reaction yield, written as a fraction of the theoretical maximum amount of product (1.0 means a 100% yield; for example, 0.34 means a 34% yield). (1) The reactants are [F:1][C:2]1[CH:7]=[CH:6][C:5]([C:8]2[CH:16]=[CH:15][CH:14]=[C:13]3[C:9]=2[CH2:10][C:11](=[O:17])[NH:12]3)=[CH:4][CH:3]=1.[CH3:18][C@H:19]1[NH:24][C@@H:23]([CH3:25])[CH2:22][N:21]([C:26]([C:28]2[C:29]([CH3:35])=[C:30]([CH:33]=O)[NH:31][CH:32]=2)=[O:27])[CH2:20]1. The catalyst is C(O)C.N1CCCCC1. The product is [CH3:25][C@H:23]1[NH:24][C@@H:19]([CH3:18])[CH2:20][N:21]([C:26]([C:28]2[C:29]([CH3:35])=[C:30]([CH:33]=[C:10]3[C:9]4[C:13](=[CH:14][CH:15]=[CH:16][C:8]=4[C:5]4[CH:4]=[CH:3][C:2]([F:1])=[CH:7][CH:6]=4)[NH:12][C:11]3=[O:17])[NH:31][CH:32]=2)=[O:27])[CH2:22]1. The yield is 0.500. (2) The reactants are Br[C:2]1[CH:3]=[C:4]2[C:8](=[C:9]([C:11]([NH2:13])=[O:12])[CH:10]=1)[NH:7][CH:6]=[C:5]2[CH:14]1[CH2:19][CH2:18][N:17]([S:20]([CH2:23][CH2:24][CH2:25][O:26][CH3:27])(=[O:22])=[O:21])[CH2:16][CH2:15]1.[CH:28]([C:30]1[CH:31]=[C:32](B(O)O)[CH:33]=[CH:34][CH:35]=1)=[O:29].C(=O)([O-])[O-]. The catalyst is O1CCOCC1.O.C1C=CC([P]([Pd]([P](C2C=CC=CC=2)(C2C=CC=CC=2)C2C=CC=CC=2)([P](C2C=CC=CC=2)(C2C=CC=CC=2)C2C=CC=CC=2)[P](C2C=CC=CC=2)(C2C=CC=CC=2)C2C=CC=CC=2)(C2C=CC=CC=2)C2C=CC=CC=2)=CC=1. The product is [CH:28]([C:30]1[CH:35]=[C:34]([C:2]2[CH:3]=[C:4]3[C:8](=[C:9]([C:11]([NH2:13])=[O:12])[CH:10]=2)[NH:7][CH:6]=[C:5]3[CH:14]2[CH2:15][CH2:16][N:17]([S:20]([CH2:23][CH2:24][CH2:25][O:26][CH3:27])(=[O:21])=[O:22])[CH2:18][CH2:19]2)[CH:33]=[CH:32][CH:31]=1)=[O:29]. The yield is 0.700.